Dataset: Forward reaction prediction with 1.9M reactions from USPTO patents (1976-2016). Task: Predict the product of the given reaction. (1) Given the reactants [CH2:1]([NH:8][CH:9]1[CH2:12][N:11]([S:13]([C:16]2[CH:21]=[CH:20][C:19]([O:22][CH2:23][CH2:24][CH2:25][CH3:26])=[CH:18][CH:17]=2)(=[O:15])=[O:14])[CH2:10]1)[C:2]1[CH:7]=[CH:6][CH:5]=[CH:4][CH:3]=1.[CH:27]1[C:39]2[NH:38][C:37]3[C:32](=[CH:33][CH:34]=[CH:35][CH:36]=3)[C:31]=2[C:30]([O:40][CH:41]2[O:43][C@H:42]2[CH3:44])=[CH:29][CH:28]=1, predict the reaction product. The product is: [CH2:1]([N:8]([CH:9]1[CH2:12][N:11]([S:13]([C:16]2[CH:17]=[CH:18][C:19]([O:22][CH2:23][CH2:24][CH2:25][CH3:26])=[CH:20][CH:21]=2)(=[O:15])=[O:14])[CH2:10]1)[CH2:44][CH:42]([OH:43])[CH2:41][O:40][C:30]1[C:31]2[C:32]3[C:37](=[CH:36][CH:35]=[CH:34][CH:33]=3)[NH:38][C:39]=2[CH:27]=[CH:28][CH:29]=1)[C:2]1[CH:7]=[CH:6][CH:5]=[CH:4][CH:3]=1. (2) Given the reactants Br[C:2]1[CH:3]=[C:4]2[C:8](=[C:9]([C:11]([NH2:13])=[O:12])[CH:10]=1)[NH:7][CH:6]=[C:5]2[CH:14]1[CH2:19][CH2:18][N:17]([S:20]([CH2:23][CH3:24])(=[O:22])=[O:21])[CH2:16][CH2:15]1.C(=O)([O-])[O-].[Cs+].[Cs+].[CH3:31][S:32]([NH:35][C:36]1[CH:37]=[C:38](B(O)O)[CH:39]=[CH:40][CH:41]=1)(=[O:34])=[O:33], predict the reaction product. The product is: [CH2:23]([S:20]([N:17]1[CH2:18][CH2:19][CH:14]([C:5]2[C:4]3[C:8](=[C:9]([C:11]([NH2:13])=[O:12])[CH:10]=[C:2]([C:40]4[CH:39]=[CH:38][CH:37]=[C:36]([NH:35][S:32]([CH3:31])(=[O:33])=[O:34])[CH:41]=4)[CH:3]=3)[NH:7][CH:6]=2)[CH2:15][CH2:16]1)(=[O:22])=[O:21])[CH3:24]. (3) Given the reactants [NH:1]1[C:9]2[CH2:8][CH2:7][NH:6][CH2:5][C:4]=2[C:3]([C:10]2[S:11][CH:12]=[CH:13][N:14]=2)=[N:2]1.[Cl:15][C:16]1[CH:17]=[C:18]([NH:22][C:23](=O)[O:24]C2C=CC=CC=2)[CH:19]=[CH:20][CH:21]=1, predict the reaction product. The product is: [Cl:15][C:16]1[CH:17]=[C:18]([NH:22][C:23]([N:6]2[CH2:7][CH2:8][C:9]3[NH:1][N:2]=[C:3]([C:10]4[S:11][CH:12]=[CH:13][N:14]=4)[C:4]=3[CH2:5]2)=[O:24])[CH:19]=[CH:20][CH:21]=1. (4) Given the reactants [NH2:1][C:2]1[N:7]=[C:6]([O:8]CCO)[C:5]([C:12]2[CH:17]=[CH:16][C:15]([N+:18]([O-:20])=[O:19])=[CH:14][CH:13]=2)=[C:4]([CH2:21][CH3:22])[N:3]=1.C[Si](Br)(C)C, predict the reaction product. The product is: [NH2:1][C:2]1[N:7]=[C:6]([OH:8])[C:5]([C:12]2[CH:13]=[CH:14][C:15]([N+:18]([O-:20])=[O:19])=[CH:16][CH:17]=2)=[C:4]([CH2:21][CH3:22])[N:3]=1. (5) Given the reactants [OH:1][CH:2]1[CH2:5][N:4]([C:6]2[S:7][CH:8]=[C:9]([C:11]([N:13]3[CH2:18][CH2:17][N:16]([CH3:19])[CH2:15][CH2:14]3)=[O:12])[N:10]=2)[CH2:3]1.[CH3:20][S:21](Cl)(=[O:23])=[O:22].C(N(CC)CC)C, predict the reaction product. The product is: [CH3:20][S:21]([O:1][CH:2]1[CH2:3][N:4]([C:6]2[S:7][CH:8]=[C:9]([C:11]([N:13]3[CH2:18][CH2:17][N:16]([CH3:19])[CH2:15][CH2:14]3)=[O:12])[N:10]=2)[CH2:5]1)(=[O:23])=[O:22].